From a dataset of Full USPTO retrosynthesis dataset with 1.9M reactions from patents (1976-2016). Predict the reactants needed to synthesize the given product. (1) Given the product [Cl:2][C:3]1[CH:4]=[CH:5][C:6]([C:7]([NH:9][C:10]2[CH:15]=[CH:14][C:13]([CH:16]3[CH2:20][CH2:19][N:18]([CH2:23][CH3:24])[CH2:17]3)=[CH:12][CH:11]=2)=[O:8])=[CH:21][CH:22]=1, predict the reactants needed to synthesize it. The reactants are: Cl.[Cl:2][C:3]1[CH:22]=[CH:21][C:6]([C:7]([NH:9][C:10]2[CH:15]=[CH:14][C:13]([CH:16]3[CH2:20][CH2:19][NH:18][CH2:17]3)=[CH:12][CH:11]=2)=[O:8])=[CH:5][CH:4]=1.[C:23]([O-])(=O)[CH3:24].[Na+].C(=O)C.C(O[BH-](OC(=O)C)OC(=O)C)(=O)C.[Na+].N. (2) Given the product [O:32]([C:28]1[CH:27]=[C:6](/[CH:7]=[CH:35]/[C:36]2[CH:44]=[CH:43][C:40]([O:41][CH3:42])=[C:38]([O:39][CH2:45][C:46]3[CH:49]=[CH:54][CH:53]=[CH:52][CH:47]=3)[CH:37]=2)[CH:5]=[C:4]([O:2][CH3:3])[C:29]=1[O:30][CH3:31])[CH3:33], predict the reactants needed to synthesize it. The reactants are: [Br-].[O:2]([C:4]1[CH:5]=[C:6]([CH:27]=[C:28]([O:32][CH3:33])[C:29]=1[O:30][CH3:31])[CH2:7]P(C1C=CC=CC=1)(C1C=CC=CC=1)C1C=CC=CC=1)[CH3:3].O=[CH:35][C:36]1[CH:44]=[CH:43][C:40]([O:41][CH3:42])=[C:38]([OH:39])[CH:37]=1.[CH3:45][C:46]([CH3:49])([O-])[CH3:47].[K+].O1C[CH2:54][CH2:53][CH2:52]1. (3) Given the product [C:19]([O:18][C:16]([NH:15][CH2:14][CH2:13][CH2:12][O:11][C:6]1[CH:5]=[C:4]([CH:9]=[C:8]([OH:10])[CH:7]=1)[C:3]([OH:23])=[O:2])=[O:17])([CH3:22])([CH3:20])[CH3:21], predict the reactants needed to synthesize it. The reactants are: C[O:2][C:3](=[O:23])[C:4]1[CH:9]=[C:8]([OH:10])[CH:7]=[C:6]([O:11][CH2:12][CH2:13][CH2:14][NH:15][C:16]([O:18][C:19]([CH3:22])([CH3:21])[CH3:20])=[O:17])[CH:5]=1.[OH-].[Na+].Cl. (4) Given the product [C:1]([O:5][C:6](=[O:29])[N:7]([CH2:9][CH2:10][O:11][C:12]1[CH:20]=[CH:19][CH:18]=[C:17]2[C:13]=1[CH2:14][C:15](=[O:31])[N:16]2[CH2:21][C:22]1[CH:27]=[CH:26][CH:25]=[CH:24][CH:23]=1)[CH3:8])([CH3:4])([CH3:3])[CH3:2], predict the reactants needed to synthesize it. The reactants are: [C:1]([O:5][C:6](=[O:29])[N:7]([CH2:9][CH2:10][O:11][C:12]1[CH:20]=[CH:19][CH:18]=[C:17]2[C:13]=1[C:14](Br)=[CH:15][N:16]2[CH2:21][C:22]1[CH:27]=[CH:26][CH:25]=[CH:24][CH:23]=1)[CH3:8])([CH3:4])([CH3:3])[CH3:2].P(=O)(O)(O)[OH:31]. (5) The reactants are: Cl.[Br:2][C:3]1[C:4]([NH:10][C@H:11]([CH3:16])[C:12]([CH3:15])([OH:14])[CH3:13])=[N:5][C:6](Cl)=[N:7][CH:8]=1.[C:17]1([NH2:24])[CH:22]=[CH:21][C:20]([NH2:23])=[CH:19][CH:18]=1. Given the product [Br:2][C:3]1[C:4]([NH:10][CH:11]([CH3:16])[C:12]([CH3:15])([OH:14])[CH3:13])=[N:5][C:6]([NH:23][C:20]2[CH:21]=[CH:22][C:17]([NH:24][C:6]3[N:5]=[C:4]([NH:10][C@H:11]([CH3:16])[C:12]([OH:14])([CH3:13])[CH3:15])[C:3]([Br:2])=[CH:8][N:7]=3)=[CH:18][CH:19]=2)=[N:7][CH:8]=1, predict the reactants needed to synthesize it. (6) The reactants are: [CH2:1]([C:5]1[N:6]=[C:7]([NH:20][CH2:21][C:22]2[CH:27]=[CH:26][C:25]([O:28][CH3:29])=[CH:24][C:23]=2[O:30][CH3:31])[C:8]2[NH:13][N:12]=[C:11]([C:14]#[C:15][CH2:16][CH2:17][CH2:18]Cl)[C:9]=2[N:10]=1)[CH2:2][CH2:3][CH3:4].Cl.[F:33][CH:34]1[CH2:39][CH2:38][NH:37][CH2:36][CH2:35]1. Given the product [CH2:1]([C:5]1[N:6]=[C:7]([NH:20][CH2:21][C:22]2[CH:27]=[CH:26][C:25]([O:28][CH3:29])=[CH:24][C:23]=2[O:30][CH3:31])[C:8]2[NH:13][N:12]=[C:11]([CH2:14][CH2:15][CH2:16][CH2:17][CH2:18][N:37]3[CH2:38][CH2:39][CH:34]([F:33])[CH2:35][CH2:36]3)[C:9]=2[N:10]=1)[CH2:2][CH2:3][CH3:4], predict the reactants needed to synthesize it. (7) Given the product [Br:10][C:7]1[C:4]([CH:5]=[O:6])=[CH:3][C:2]([OH:1])=[CH:9][CH:8]=1, predict the reactants needed to synthesize it. The reactants are: [OH:1][C:2]1[CH:3]=[C:4]([CH:7]=[CH:8][CH:9]=1)[CH:5]=[O:6].[Br:10]Br. (8) Given the product [Cl:1][C:2]1[N:10]=[CH:9][C:8]([Cl:11])=[CH:7][C:3]=1[C:4]([NH:29][C:27](=[NH:28])[CH2:26][O:25][CH2:24][CH2:23][C:14]1[CH:15]=[CH:16][C:17]2[C:22](=[CH:21][CH:20]=[CH:19][CH:18]=2)[CH:13]=1)=[O:6], predict the reactants needed to synthesize it. The reactants are: [Cl:1][C:2]1[N:10]=[CH:9][C:8]([Cl:11])=[CH:7][C:3]=1[C:4]([OH:6])=O.Cl.[CH:13]1[C:22]2[C:17](=[CH:18][CH:19]=[CH:20][CH:21]=2)[CH:16]=[CH:15][C:14]=1[CH2:23][CH2:24][O:25][CH2:26][C:27]([NH2:29])=[NH:28].CN(C(ON1N=NC2C=CC=CC1=2)=[N+](C)C)C.[B-](F)(F)(F)F.CCN(C(C)C)C(C)C. (9) Given the product [CH:41]([OH:42])=[O:47].[Cl:24][C:22]1[CH:21]=[CH:20][C:19]([F:25])=[C:18]([C:10]2[CH:9]=[C:8]([C:4]3[CH:5]=[N:6][CH:7]=[C:2]([C:36]4[CH:35]=[N:34][N:33]([CH:30]5[CH2:31][CH2:32][N:27]([CH3:26])[CH2:28][CH2:29]5)[CH:37]=4)[CH:3]=3)[C:17]3[C:12](=[N:13][CH:14]=[CH:15][CH:16]=3)[N:11]=2)[CH:23]=1, predict the reactants needed to synthesize it. The reactants are: Br[C:2]1[CH:3]=[C:4]([C:8]2[C:17]3[C:12](=[N:13][CH:14]=[CH:15][CH:16]=3)[N:11]=[C:10]([C:18]3[CH:23]=[C:22]([Cl:24])[CH:21]=[CH:20][C:19]=3[F:25])[CH:9]=2)[CH:5]=[N:6][CH:7]=1.[CH3:26][N:27]1[CH2:32][CH2:31][CH:30]([N:33]2[CH:37]=[C:36](B3[O:42][C:41](C)(C)C(C)(C)O3)[CH:35]=[N:34]2)[CH2:29][CH2:28]1.[OH2:47]. (10) The reactants are: Cl[S:2]([CH2:5][CH2:6][CH2:7][NH:8][C:9](=[O:11])[CH3:10])(=[O:4])=[O:3].[OH:12][CH2:13][C:14]([CH3:27])([CH3:26])[C:15]([O:17][CH2:18][CH2:19][O:20][C:21]([O:23][CH2:24][CH3:25])=[O:22])=[O:16].C(N(CC)CC)C. Given the product [C:9]([NH:8][CH2:7][CH2:6][CH2:5][S:2]([O:12][CH2:13][C:14]([CH3:26])([CH3:27])[C:15]([O:17][CH2:18][CH2:19][O:20][C:21]([O:23][CH2:24][CH3:25])=[O:22])=[O:16])(=[O:4])=[O:3])(=[O:11])[CH3:10], predict the reactants needed to synthesize it.